Dataset: Forward reaction prediction with 1.9M reactions from USPTO patents (1976-2016). Task: Predict the product of the given reaction. (1) Given the reactants [Cl:1][C:2]1[CH:3]=[CH:4][CH:5]=[C:6]2[C:10]=1[C:9](=[O:11])[N:8]([C:12]1[CH:13]=[C:14]([CH:32]=[CH:33][CH:34]=1)[C:15]([NH:17][CH2:18][CH2:19][CH:20]1[CH2:25][CH2:24][N:23]([C:26]3[CH:31]=[CH:30][N:29]=[CH:28][CH:27]=3)[CH2:22][CH2:21]1)=[O:16])[CH2:7]2.FC(F)(F)C(O)=[O:38].N1(C2C=CN=CC=2)CCC(CCN)CC1.ClC1C=CC=C2C=1C(=O)N(C1C=CC(O)=C(C=1)C(O)=O)C2.ClC1C=CC=C2C=1C(=O)N(C1C=C(C=CC=1)C(O)=O)C2.COC(=O)C1C(Cl)=CC=CC=1CBr.NC1C=C(C(OC)=O)C(O)=CC=1, predict the reaction product. The product is: [Cl:1][C:2]1[CH:3]=[CH:4][CH:5]=[C:6]2[C:10]=1[C:9](=[O:11])[N:8]([C:12]1[CH:34]=[CH:33][C:32]([OH:38])=[C:14]([CH:13]=1)[C:15]([NH:17][CH2:18][CH2:19][CH:20]1[CH2:21][CH2:22][N:23]([C:26]3[CH:27]=[CH:28][N:29]=[CH:30][CH:31]=3)[CH2:24][CH2:25]1)=[O:16])[CH2:7]2. (2) Given the reactants Br[C:2]1[CH:3]=[C:4]([N:8]2[N:12]=[CH:11][CH:10]=[N:9]2)[CH:5]=[CH:6][CH:7]=1.[B:13]1([B:13]2[O:17][C:16]([CH3:19])([CH3:18])[C:15]([CH3:21])([CH3:20])[O:14]2)[O:17][C:16]([CH3:19])([CH3:18])[C:15]([CH3:21])([CH3:20])[O:14]1.C([O-])(=O)C.[K+], predict the reaction product. The product is: [CH3:20][C:15]1([CH3:21])[C:16]([CH3:19])([CH3:18])[O:17][B:13]([C:2]2[CH:3]=[C:4]([N:8]3[N:12]=[CH:11][CH:10]=[N:9]3)[CH:5]=[CH:6][CH:7]=2)[O:14]1.